Dataset: Full USPTO retrosynthesis dataset with 1.9M reactions from patents (1976-2016). Task: Predict the reactants needed to synthesize the given product. (1) The reactants are: [CH3:1][O:2][C:3]1[CH:4]=[C:5]2[C:10](=[CH:11][C:12]=1[O:13][CH3:14])[N:9]=[CH:8][CH:7]=[C:6]2[O:15][C:16]1[CH:22]=[CH:21][C:19]([NH2:20])=[C:18]([CH3:23])[C:17]=1[CH3:24].C(N(CC)CC)C.[C:32](Cl)(Cl)=[S:33].[CH2:36]([N:38]([CH2:46][CH3:47])[C:39]1C=CC=C[C:40]=1[NH2:45])[CH3:37]. Given the product [CH3:1][O:2][C:3]1[CH:4]=[C:5]2[C:10](=[CH:11][C:12]=1[O:13][CH3:14])[N:9]=[CH:8][CH:7]=[C:6]2[O:15][C:16]1[CH:22]=[CH:21][C:19]([NH:20][C:32]([NH:45][CH2:40][CH2:39][N:38]([CH2:46][CH3:47])[CH2:36][CH3:37])=[S:33])=[C:18]([CH3:23])[C:17]=1[CH3:24], predict the reactants needed to synthesize it. (2) Given the product [Cl:8][C:4]1[CH:5]=[N:6][CH:7]=[C:2]([O:16][C:13]2[CH:14]=[CH:15][C:10]([F:9])=[CH:11][CH:12]=2)[N:3]=1, predict the reactants needed to synthesize it. The reactants are: Cl[C:2]1[CH:7]=[N:6][CH:5]=[C:4]([Cl:8])[N:3]=1.[F:9][C:10]1[CH:15]=[CH:14][C:13]([OH:16])=[CH:12][CH:11]=1.CC(C)([O-])C.[K+]. (3) Given the product [Br:11][C:12]1[CH:13]=[CH:14][C:15]([F:21])=[C:16]([C:18](=[O:20])[CH2:19][C:25]2([OH:28])[CH2:26][CH2:27][O:22][CH2:23][CH2:24]2)[CH:17]=1, predict the reactants needed to synthesize it. The reactants are: C[Si]([N-][Si](C)(C)C)(C)C.[Li+].[Br:11][C:12]1[CH:13]=[CH:14][C:15]([F:21])=[C:16]([C:18](=[O:20])[CH3:19])[CH:17]=1.[O:22]1[CH2:27][CH2:26][C:25](=[O:28])[CH2:24][CH2:23]1. (4) Given the product [Cl:28][C:26]1[C:3]([O:10][CH2:11][C:12]([F:15])([F:14])[F:13])=[CH:4][C:5]([C:8](=[NH:9])[NH:17][OH:18])=[N:6][CH:7]=1, predict the reactants needed to synthesize it. The reactants are: ClC1[C:3]([O:10][CH2:11][C:12]([F:15])([F:14])[F:13])=[CH:4][C:5]([C:8]#[N:9])=[N:6][CH:7]=1.Cl.[NH2:17][OH:18].C(N(CC)CC)C.[CH2:26]([Cl:28])Cl. (5) Given the product [CH:3]12[CH2:7][CH:6]([CH:5]=[CH:4]1)[CH2:12][CH:13]2[CH2:32][OH:14].[CH2:19]=[CH2:20].[CH:3]12[CH2:7][CH:6]([CH:5]=[CH:4]1)[CH2:12][CH2:13]2.[CH3:25][C:12]1[CH:13]=[C:3]([O:2][CH3:1])[CH:4]=[CH:5][C:6]=1[CH:7]=[CH:8][C:9]([O-:11])=[O:10].[CH2:25]=[CH2:26], predict the reactants needed to synthesize it. The reactants are: [CH3:1][O:2][C:3]1[CH:13]=[CH:12][C:6]([CH:7]=[CH:8][C:9]([OH:11])=[O:10])=[CH:5][CH:4]=1.[OH2:14].ON1[C:20]2C=CC=C[C:19]=2N=N1.[CH2:25](N(CC)CC)[CH3:26].[CH3:32]O. (6) The reactants are: [CH2:1]([O:8][C:9]1[C:10]([O:30][CH3:31])=[CH:11][C:12]2[CH2:21][CH:20]([CH3:22])[N:19]3[CH:14]([CH2:15][C:16](=[O:28])[C:17]([C:23]([O:25][CH2:26][CH3:27])=[O:24])=[CH:18]3)[C:13]=2[CH:29]=1)[C:2]1[CH:7]=[CH:6][CH:5]=[CH:4][CH:3]=1.C1(Cl)C(=O)C(Cl)=C(Cl)C(=O)C=1Cl. Given the product [CH2:1]([O:8][C:9]1[C:10]([O:30][CH3:31])=[CH:11][C:12]2[CH2:21][CH:20]([CH3:22])[N:19]3[C:14](=[CH:15][C:16](=[O:28])[C:17]([C:23]([O:25][CH2:26][CH3:27])=[O:24])=[CH:18]3)[C:13]=2[CH:29]=1)[C:2]1[CH:7]=[CH:6][CH:5]=[CH:4][CH:3]=1, predict the reactants needed to synthesize it. (7) Given the product [CH3:23][CH2:22][CH2:21][CH2:20][CH2:19][C@H:18]([OH:24])[C@@H:17]([OH:25])/[CH:16]=[CH:15]/[C@@H:14]([OH:26])[CH2:13][CH2:12][CH2:11][CH2:10][CH2:9][CH2:8][CH2:7][C:6]([OH:27])=[O:5], predict the reactants needed to synthesize it. The reactants are: C([O:5][C:6](=[O:27])[CH2:7][CH2:8][CH2:9][CH2:10][CH2:11][CH2:12][CH2:13][C@H:14]([OH:26])/[CH:15]=[CH:16]/[C@H:17]([OH:25])[C@@H:18]([OH:24])[CH2:19][CH2:20][CH2:21][CH2:22][CH3:23])(C)(C)C.[OH-].[K+].Cl.